From a dataset of Reaction yield outcomes from USPTO patents with 853,638 reactions. Predict the reaction yield, written as a fraction of the theoretical maximum amount of product (1.0 means a 100% yield; for example, 0.34 means a 34% yield). The reactants are [N:1]1[CH:2]=[C:3]([S:10]([N:13]2[C:21]3[C:16](=[N:17][CH:18]=[C:19]([C:22]4[CH:23]=[N:24][N:25]([CH:27]5[CH2:32][CH2:31][NH:30][CH2:29][CH2:28]5)[CH:26]=4)[CH:20]=3)[CH:15]=[N:14]2)(=[O:12])=[O:11])[N:4]2[CH:9]=[CH:8][CH:7]=[CH:6][C:5]=12.[C:33](O)(=O)[CH3:34].C([BH3-])#N.[Na+]. The catalyst is CO.ClCCl. The product is [N:1]1[CH:2]=[C:3]([S:10]([N:13]2[C:21]3[C:16](=[N:17][CH:18]=[C:19]([C:22]4[CH:23]=[N:24][N:25]([CH:27]5[CH2:32][CH2:31][N:30]([CH2:33][CH3:34])[CH2:29][CH2:28]5)[CH:26]=4)[CH:20]=3)[CH:15]=[N:14]2)(=[O:11])=[O:12])[N:4]2[CH:9]=[CH:8][CH:7]=[CH:6][C:5]=12. The yield is 0.880.